From a dataset of Forward reaction prediction with 1.9M reactions from USPTO patents (1976-2016). Predict the product of the given reaction. Given the reactants [NH2:1][C:2]1[C:7]2=[C:8]([C:15]3[CH:16]=[CH:17][C:18]4[C:22]([CH:23]=3)=[N:21][N:20]([CH2:24][C:25]3[CH:30]=[CH:29][CH:28]=[CH:27][CH:26]=3)[CH:19]=4)[CH:9]=[C:10]([CH2:11][CH2:12][CH2:13]O)[N:6]2[N:5]=[CH:4][N:3]=1.C(Br)(Br)(Br)[Br:32].C1(P(C2C=CC=CC=2)C2C=CC=CC=2)C=CC=CC=1.CCOC(C)=O, predict the reaction product. The product is: [CH2:24]([N:20]1[CH:19]=[C:18]2[C:22]([CH:23]=[C:15]([C:8]3[CH:9]=[C:10]([CH2:11][CH2:12][CH2:13][Br:32])[N:6]4[C:7]=3[C:2]([NH2:1])=[N:3][CH:4]=[N:5]4)[CH:16]=[CH:17]2)=[N:21]1)[C:25]1[CH:30]=[CH:29][CH:28]=[CH:27][CH:26]=1.